Dataset: Full USPTO retrosynthesis dataset with 1.9M reactions from patents (1976-2016). Task: Predict the reactants needed to synthesize the given product. (1) Given the product [Cl:1][C:2]1[CH:7]=[CH:6][C:5]([CH2:8][C:9]([NH:19][NH:18][C:16](=[O:17])[C:15]2[CH:20]=[CH:21][C:22]([CH3:23])=[C:13]([OH:12])[CH:14]=2)=[O:10])=[CH:4][CH:3]=1, predict the reactants needed to synthesize it. The reactants are: [Cl:1][C:2]1[CH:7]=[CH:6][C:5]([CH2:8][C:9](Cl)=[O:10])=[CH:4][CH:3]=1.[OH:12][C:13]1[CH:14]=[C:15]([CH:20]=[CH:21][C:22]=1[CH3:23])[C:16]([NH:18][NH2:19])=[O:17].C(N(CC)CC)C. (2) Given the product [Cl:1][C:2]1[CH:7]=[CH:6][CH:5]=[CH:4][C:3]=1[C:8]1[N:27]([CH2:28][C@@H:29]2[CH2:34][CH2:33][CH2:32][NH:31][CH2:30]2)[C:11]2[N:12]=[C:13]([NH:16][CH2:17][C:18]3[CH:23]=[CH:22][C:21]([OH:24])=[C:20]([F:26])[CH:19]=3)[N:14]=[CH:15][C:10]=2[CH:9]=1, predict the reactants needed to synthesize it. The reactants are: [Cl:1][C:2]1[CH:7]=[CH:6][CH:5]=[CH:4][C:3]=1[C:8]1[N:27]([CH2:28][C@@H:29]2[CH2:34][CH2:33][CH2:32][N:31](C(OC(C)(C)C)=O)[CH2:30]2)[C:11]2[N:12]=[C:13]([NH:16][CH2:17][C:18]3[CH:23]=[CH:22][C:21]([O:24]C)=[C:20]([F:26])[CH:19]=3)[N:14]=[CH:15][C:10]=2[CH:9]=1. (3) Given the product [Cl:1][CH2:2]/[C:3](/[O:9][CH2:12][CH3:13])=[CH:4]\[C:5]([O:7][CH3:8])=[O:6], predict the reactants needed to synthesize it. The reactants are: [Cl:1][CH2:2][C:3](=[O:9])[CH2:4][C:5]([O:7][CH3:8])=[O:6].C(OCC)(OCC)O[CH2:12][CH3:13].O=P12OP3(OP(OP(O3)(O1)=O)(=O)O2)=O. (4) Given the product [N+:11]([C:9]1[CH:8]=[CH:7][C:5]2[N:6]=[C:2]([CH:1]=[CH:19][N:17]3[CH2:16][CH2:24][CH2:23][CH2:18]3)[O:3][C:4]=2[CH:10]=1)([O-:13])=[O:12], predict the reactants needed to synthesize it. The reactants are: [CH3:1][C:2]1[O:3][C:4]2[CH:10]=[C:9]([N+:11]([O-:13])=[O:12])[CH:8]=[CH:7][C:5]=2[N:6]=1.CO[CH:16](OC)[N:17]([CH3:19])[CH3:18].N1CC[CH2:24][CH2:23]1. (5) Given the product [Cl:14][C:15]1[CH:16]=[C:17]([C:18]2[O:10][C:7]3[CH:8]=[CH:9][C:4]([C:3]([OH:2])=[O:13])=[CH:5][C:6]=3[CH:11]=2)[CH:20]=[CH:21][C:22]=1[Cl:23], predict the reactants needed to synthesize it. The reactants are: C[O:2][C:3](=[O:13])[C:4]1[CH:9]=[CH:8][C:7]([OH:10])=[C:6]([CH:11]=O)[CH:5]=1.[Cl:14][C:15]1[CH:16]=[C:17]([CH:20]=[CH:21][C:22]=1[Cl:23])[CH2:18]Br.C(=O)([O-])[O-].[K+].[K+]. (6) Given the product [C:1]([O:5][C:6](=[O:18])[CH2:7][O:8][C:9]1[CH:14]=[CH:13][C:12]([NH:15][C:25]([O:27][CH2:28][C:29]2[CH:34]=[CH:33][CH:32]=[CH:31][CH:30]=2)=[O:26])=[CH:11][C:10]=1[C:16]#[N:17])([CH3:4])([CH3:2])[CH3:3], predict the reactants needed to synthesize it. The reactants are: [C:1]([O:5][C:6](=[O:18])[CH2:7][O:8][C:9]1[CH:14]=[CH:13][C:12]([NH2:15])=[CH:11][C:10]=1[C:16]#[N:17])([CH3:4])([CH3:3])[CH3:2].C(=O)([O-])O.[Na+].Cl[C:25]([O:27][CH2:28][C:29]1[CH:34]=[CH:33][CH:32]=[CH:31][CH:30]=1)=[O:26].